Dataset: Reaction yield outcomes from USPTO patents with 853,638 reactions. Task: Predict the reaction yield, written as a fraction of the theoretical maximum amount of product (1.0 means a 100% yield; for example, 0.34 means a 34% yield). (1) The reactants are Br[C:2]1[CH:3]=[C:4]([NH:10][C:11]2[CH:16]=[CH:15][N:14]=[CH:13][N:12]=2)[C:5](=[O:9])[N:6]([CH3:8])[CH:7]=1.CC(C1C=C(C(C)C)C(C2C=CC=CC=2P(C2CCCCC2)C2CCCCC2)=C(C(C)C)C=1)C.CC([O-])=O.[K+].[CH3:56][C:57]1([CH3:73])[C:61]([CH3:63])([CH3:62])[O:60][B:59]([B:59]2[O:60][C:61]([CH3:63])([CH3:62])[C:57]([CH3:73])([CH3:56])[O:58]2)[O:58]1. The catalyst is C1C=CC(/C=C/C(/C=C/C2C=CC=CC=2)=O)=CC=1.C1C=CC(/C=C/C(/C=C/C2C=CC=CC=2)=O)=CC=1.C1C=CC(/C=C/C(/C=C/C2C=CC=CC=2)=O)=CC=1.[Pd].[Pd].O1CCOCC1. The product is [CH3:8][N:6]1[CH:7]=[C:2]([B:59]2[O:60][C:61]([CH3:63])([CH3:62])[C:57]([CH3:73])([CH3:56])[O:58]2)[CH:3]=[C:4]([NH:10][C:11]2[CH:16]=[CH:15][N:14]=[CH:13][N:12]=2)[C:5]1=[O:9]. The yield is 0.820. (2) The reactants are Cl[C:2]1[N:7]=[C:6]([NH:8][CH2:9][C:10]2[CH:15]=[CH:14][C:13]([O:16][CH3:17])=[C:12]([O:18][CH:19]3[CH2:23][CH2:22][CH2:21][CH2:20]3)[CH:11]=2)[CH:5]=[N:4][CH:3]=1.B([C:27]1[CH:38]=[CH:37][C:30]([CH2:31][C@@H:32]([C:34]([OH:36])=[O:35])[NH2:33])=[CH:29][CH:28]=1)(O)O.C(=O)([O-])[O-].[Na+].[Na+]. The catalyst is Cl[Pd](Cl)([P](C1C=CC=CC=1)(C1C=CC=CC=1)C1C=CC=CC=1)[P](C1C=CC=CC=1)(C1C=CC=CC=1)C1C=CC=CC=1.C(#N)C. The product is [NH2:33][CH:32]([CH2:31][C:30]1[CH:37]=[CH:38][C:27]([C:2]2[CH:3]=[N:4][CH:5]=[C:6]([NH:8][CH2:9][C:10]3[CH:15]=[CH:14][C:13]([O:16][CH3:17])=[C:12]([O:18][CH:19]4[CH2:23][CH2:22][CH2:21][CH2:20]4)[CH:11]=3)[N:7]=2)=[CH:28][CH:29]=1)[C:34]([OH:36])=[O:35]. The yield is 0.0600. (3) The reactants are [F:1][C:2]1[CH:3]=[C:4]([N:8]2[CH:12]=[C:11]([NH:13][C:14](=[O:18])[CH:15]([CH3:17])[CH3:16])[C:10]([CH:19]=[O:20])=[N:9]2)[CH:5]=[N:6][CH:7]=1.[BH4-].[Na+].Cl.C(=O)(O)[O-].[Na+]. The catalyst is CO. The product is [F:1][C:2]1[CH:3]=[C:4]([N:8]2[CH:12]=[C:11]([NH:13][C:14](=[O:18])[CH:15]([CH3:17])[CH3:16])[C:10]([CH2:19][OH:20])=[N:9]2)[CH:5]=[N:6][CH:7]=1.[F:1][C:2]1[CH:3]=[C:4]([N:8]2[CH:12]=[C:11]([NH:13][C:14](=[O:18])[CH:15]([CH3:16])[CH3:17])[CH:10]=[N:9]2)[CH:5]=[N:6][CH:7]=1. The yield is 0.567.